From a dataset of Catalyst prediction with 721,799 reactions and 888 catalyst types from USPTO. Predict which catalyst facilitates the given reaction. (1) Reactant: [Mn]([O-])(=O)(=O)=O.[K+].[CH2:7]([N:11]([CH2:35][CH2:36][CH2:37][CH3:38])[C:12]([C:14]1[N:19]=[C:18]2[N:20]([CH2:26][CH2:27][CH2:28][N:29]3[CH2:34][CH2:33][CH2:32][CH2:31][CH2:30]3)[C:21]([S:23][CH2:24][CH3:25])=[N:22][C:17]2=[CH:16][CH:15]=1)=[O:13])[CH2:8][CH2:9][CH3:10].[OH-:39].[Na+].[OH2:41]. Product: [CH2:35]([N:11]([CH2:7][CH2:8][CH2:9][CH3:10])[C:12]([C:14]1[N:19]=[C:18]2[N:20]([CH2:26][CH2:27][CH2:28][N:29]3[CH2:30][CH2:31][CH2:32][CH2:33][CH2:34]3)[C:21]([S:23]([CH2:24][CH3:25])(=[O:41])=[O:39])=[N:22][C:17]2=[CH:16][CH:15]=1)=[O:13])[CH2:36][CH2:37][CH3:38]. The catalyst class is: 15. (2) Reactant: S(O[CH2:12][C@H:13]([C@@H:15]([CH2:17]OS(C1C=CC(C)=CC=1)(=O)=O)[OH:16])[OH:14])(C1C=CC(C)=CC=1)(=O)=O.[CH2:29]([NH2:36])[C:30]1[CH:35]=[CH:34][CH:33]=[CH:32][CH:31]=1.C(=O)([O-])O.[Na+]. Product: [CH2:29]([N:36]1[CH2:12][C@@H:13]([OH:14])[C@H:15]([OH:16])[CH2:17]1)[C:30]1[CH:35]=[CH:34][CH:33]=[CH:32][CH:31]=1. The catalyst class is: 12.